From a dataset of Reaction yield outcomes from USPTO patents with 853,638 reactions. Predict the reaction yield, written as a fraction of the theoretical maximum amount of product (1.0 means a 100% yield; for example, 0.34 means a 34% yield). (1) The reactants are Cl[C:2]1[C:11]2[C:6](=[C:7]([C:12]3[CH:16]=[CH:15][S:14][CH:13]=3)[CH:8]=[CH:9][CH:10]=2)[N:5]=[CH:4][N:3]=1.[CH3:17][N:18]1[C:22]([C:23]2[CH:24]=[C:25]([CH:27]=[CH:28][CH:29]=2)[NH2:26])=[CH:21][N:20]=[C:19]1[CH3:30].C(=O)([O-])O.[Na+]. The catalyst is CN1CCN(C)C1=O. The product is [CH3:17][N:18]1[C:22]([C:23]2[CH:24]=[C:25]([NH:26][C:2]3[C:11]4[C:6](=[C:7]([C:12]5[CH:16]=[CH:15][S:14][CH:13]=5)[CH:8]=[CH:9][CH:10]=4)[N:5]=[CH:4][N:3]=3)[CH:27]=[CH:28][CH:29]=2)=[CH:21][N:20]=[C:19]1[CH3:30]. The yield is 0.621. (2) The catalyst is C(Cl)Cl.CN(C)C=O.O1CCCC1. The yield is 0.721. The product is [CH:1]1([CH2:6][C@H:7]([C:11]2[CH:16]=[CH:15][C:14]([S:17]([CH3:20])(=[O:18])=[O:19])=[C:13]([C:21]([F:22])([F:24])[F:23])[CH:12]=2)[C:8]([NH:31][C:32]2[CH:37]=[CH:36][N:35]=[CH:34][N:33]=2)=[O:10])[CH2:2][CH2:3][CH2:4][CH2:5]1. The reactants are [CH:1]1([CH2:6][C@H:7]([C:11]2[CH:16]=[CH:15][C:14]([S:17]([CH3:20])(=[O:19])=[O:18])=[C:13]([C:21]([F:24])([F:23])[F:22])[CH:12]=2)[C:8]([OH:10])=O)[CH2:5][CH2:4][CH2:3][CH2:2]1.C(Cl)(=O)C(Cl)=O.[NH2:31][C:32]1[CH:37]=[CH:36][N:35]=[CH:34][N:33]=1.N1C=CC=CC=1.